From a dataset of Full USPTO retrosynthesis dataset with 1.9M reactions from patents (1976-2016). Predict the reactants needed to synthesize the given product. (1) Given the product [C:18]([O:17][C@@H:10]([C:4]1[C:5]([CH3:9])=[N:6][C:7]([CH3:8])=[C:2]([C:41]2[CH:40]=[CH:39][C:38]([O:37][CH2:36][CH2:35][C:34]3[CH:33]=[CH:32][C:31]([F:30])=[CH:48][CH:47]=3)=[CH:43][CH:42]=2)[C:3]=1[N:22]1[CH2:26][CH2:25][CH:24]([CH:27]2[CH2:29][CH2:28]2)[CH2:23]1)[C:11]([O:13][CH:14]([CH3:16])[CH3:15])=[O:12])([CH3:21])([CH3:20])[CH3:19], predict the reactants needed to synthesize it. The reactants are: Br[C:2]1[C:3]([N:22]2[CH2:26][CH2:25][CH:24]([CH:27]3[CH2:29][CH2:28]3)[CH2:23]2)=[C:4]([C@H:10]([O:17][C:18]([CH3:21])([CH3:20])[CH3:19])[C:11]([O:13][CH:14]([CH3:16])[CH3:15])=[O:12])[C:5]([CH3:9])=[N:6][C:7]=1[CH3:8].[F:30][C:31]1[CH:48]=[CH:47][C:34]([CH2:35][CH2:36][O:37][C:38]2[CH:43]=[CH:42][C:41](B(O)O)=[CH:40][CH:39]=2)=[CH:33][CH:32]=1.[O-]P([O-])([O-])=O.[K+].[K+].[K+]. (2) Given the product [NH2:35][CH2:34][CH2:33][CH2:32][NH:31][C:29]([C:26]1[CH:25]=[C:24]([C:20]2[CH:19]=[C:18]([O:17][C:16]3[CH:15]=[CH:14][C:13]([NH:12][C:10]([NH:9][C:3]4[CH:4]=[C:5]([CH3:8])[CH:6]=[CH:7][C:2]=4[F:1])=[O:11])=[CH:44][CH:43]=3)[CH:23]=[CH:22][N:21]=2)[NH:28][CH:27]=1)=[O:30], predict the reactants needed to synthesize it. The reactants are: [F:1][C:2]1[CH:7]=[CH:6][C:5]([CH3:8])=[CH:4][C:3]=1[NH:9][C:10]([NH:12][C:13]1[CH:44]=[CH:43][C:16]([O:17][C:18]2[CH:23]=[CH:22][N:21]=[C:20]([C:24]3[NH:28][CH:27]=[C:26]([C:29]([NH:31][CH2:32][CH2:33][CH2:34][NH:35]C(=O)OC(C)(C)C)=[O:30])[CH:25]=3)[CH:19]=2)=[CH:15][CH:14]=1)=[O:11].FC(F)(F)C(O)=O. (3) The reactants are: N[C:2]1[CH:10]=[CH:9][C:8]([Cl:11])=[CH:7][C:3]=1[C:4]([OH:6])=[O:5].[OH-].[Na+].N([O-])=O.[Na+].Cl.C(OC([S-])=[S:23])C.[K+]. Given the product [Cl:11][C:8]1[CH:9]=[CH:10][C:2]([SH:23])=[C:3]([CH:7]=1)[C:4]([OH:6])=[O:5], predict the reactants needed to synthesize it. (4) Given the product [C:1]([O:5][C:6](=[O:26])[N:7]([CH:9]1[CH2:14][CH2:13][CH:12]([N:15]([CH2:16][C:17]2[CH:22]=[C:21]([Br:23])[CH:20]=[CH:19][C:18]=2[O:24][CH3:25])[C:33]([C:32]2[S:31][C:30]3[C:36]([F:41])=[CH:37][CH:38]=[C:39]([F:40])[C:29]=3[C:28]=2[Cl:27])=[O:34])[CH2:11][CH2:10]1)[CH3:8])([CH3:4])([CH3:3])[CH3:2], predict the reactants needed to synthesize it. The reactants are: [C:1]([O:5][C:6](=[O:26])[N:7]([CH:9]1[CH2:14][CH2:13][CH:12]([NH:15][CH2:16][C:17]2[CH:22]=[C:21]([Br:23])[CH:20]=[CH:19][C:18]=2[O:24][CH3:25])[CH2:11][CH2:10]1)[CH3:8])([CH3:4])([CH3:3])[CH3:2].[Cl:27][C:28]1[C:29]2[C:39]([F:40])=[CH:38][CH:37]=[C:36]([F:41])[C:30]=2[S:31][C:32]=1[C:33](Cl)=[O:34]. (5) Given the product [CH:20]1[C:21]2[C:16](=[CH:15][CH:14]=[CH:13][CH:12]=2)[CH:17]=[CH:18][C:19]=1[C:2]1[NH:10][C:5]2[C:4]([CH:3]=1)=[CH:9][CH:8]=[CH:7][CH:6]=2, predict the reactants needed to synthesize it. The reactants are: Br[C:2](Br)=[CH:3][C:4]1[CH:9]=[CH:8][CH:7]=[CH:6][C:5]=1[NH2:10].[CH:12]1[C:21]2[C:16](=[CH:17][CH:18]=[CH:19][CH:20]=2)[CH:15]=[CH:14][C:13]=1B(O)O.[O-]P([O-])([O-])=O.[K+].[K+].[K+].O. (6) Given the product [F:12][C:11]([F:14])([F:13])[C:8]1([C:5]2[CH:6]=[CH:7][C:2]([C:22]3[CH:23]=[CH:24][C:19]([NH:18][C:16]([NH2:15])=[O:17])=[CH:20][CH:21]=3)=[CH:3][CH:4]=2)[NH:10][NH:9]1, predict the reactants needed to synthesize it. The reactants are: I[C:2]1[CH:7]=[CH:6][C:5]([C:8]2([C:11]([F:14])([F:13])[F:12])[NH:10][NH:9]2)=[CH:4][CH:3]=1.[NH2:15][C:16]([NH:18][C:19]1[CH:24]=[CH:23][C:22](B(O)O)=[CH:21][CH:20]=1)=[O:17]. (7) Given the product [NH:53]1[CH:54]=[CH:55][N:51]=[C:52]1[NH:56][C:57]([C:59]1[C:67]2[N:66]=[C:65]([NH:68][C:14]([C:13]3[CH:12]=[N:11][CH:10]=[C:9]([O:8][CH2:1][C:2]4[CH:3]=[CH:4][CH:5]=[CH:6][CH:7]=4)[CH:17]=3)=[O:16])[NH:64][C:63]=2[CH:62]=[CH:61][CH:60]=1)=[O:58], predict the reactants needed to synthesize it. The reactants are: [CH2:1]([O:8][C:9]1[CH:10]=[N:11][CH:12]=[C:13]([CH:17]=1)[C:14]([OH:16])=O)[C:2]1[CH:7]=[CH:6][CH:5]=[CH:4][CH:3]=1.CN(C(ON1N=NC2C=CC=CC1=2)=[N+](C)C)C.F[P-](F)(F)(F)(F)F.CCN(C(C)C)C(C)C.[NH:51]1[CH:55]=[CH:54][N:53]=[C:52]1[NH:56][C:57]([C:59]1[C:67]2[NH:66][C:65]([NH2:68])=[N:64][C:63]=2[CH:62]=[CH:61][CH:60]=1)=[O:58]. (8) Given the product [CH2:7]([O:4][C:1]1[CH:20]=[CH:19][C:18]([CH2:23][CH3:24])=[CH:17][C:16]=1[Br:15])[C:8]1[CH:13]=[CH:12][CH:11]=[CH:10][CH:9]=1, predict the reactants needed to synthesize it. The reactants are: [C:1](=[O:4])([O-])[O-].[K+].[K+].[CH2:7](Br)[C:8]1[CH:13]=[CH:12][CH:11]=[CH:10][CH:9]=1.[Br:15][C:16]1C=[CH:20][C:19](O)=[C:18]([CH2:23][CH3:24])[CH:17]=1. (9) Given the product [F:24][C:25]1[CH:30]=[CH:29][C:28]([C@H:31]([O:37][CH3:38])[CH2:32][CH2:33][C:34]([NH:8][O:7][CH:2]2[CH2:3][CH2:4][CH2:5][CH2:6][O:1]2)=[O:35])=[CH:27][C:26]=1[CH3:39], predict the reactants needed to synthesize it. The reactants are: [O:1]1[CH2:6][CH2:5][CH2:4][CH2:3][CH:2]1[O:7][NH2:8].C1C=CC2N(O)N=NC=2C=1.C([O-])(O)=O.[Na+].[F:24][C:25]1[CH:30]=[CH:29][C:28]([C@H:31]([O:37][CH3:38])[CH2:32][CH2:33][C:34](O)=[O:35])=[CH:27][C:26]=1[CH3:39].CCN=C=NCCCN(C)C.Cl.